This data is from Full USPTO retrosynthesis dataset with 1.9M reactions from patents (1976-2016). The task is: Predict the reactants needed to synthesize the given product. (1) Given the product [F:1][C:2]1[CH:10]=[CH:9][CH:8]=[C:7]2[C:3]=1[CH2:4][NH:5][C:6]2=[O:11], predict the reactants needed to synthesize it. The reactants are: [F:1][C:2]1[CH:10]=[CH:9][CH:8]=[C:7]2[C:3]=1[CH:4](O)[NH:5][C:6]2=[O:11].FC(F)(F)C(O)=O.C([SiH](CC)CC)C. (2) Given the product [O:7]([P:8]([Cl:10])[Cl:9])[C:1]1[CH:6]=[CH:5][CH:4]=[CH:3][CH:2]=1, predict the reactants needed to synthesize it. The reactants are: [C:1]1([OH:7])[CH:6]=[CH:5][CH:4]=[CH:3][CH:2]=1.[P:8](Cl)([Cl:10])[Cl:9].